Dataset: Reaction yield outcomes from USPTO patents with 853,638 reactions. Task: Predict the reaction yield, written as a fraction of the theoretical maximum amount of product (1.0 means a 100% yield; for example, 0.34 means a 34% yield). The reactants are O/[N:2]=[C:3](\[CH3:7])/[C:4](=O)[CH3:5].[CH3:8][C:9]1(C)CC(=O)C[C:11](=O)[CH2:10]1.[C:18]([OH:21])(=O)[CH3:19]. The catalyst is O.[Zn]. The product is [CH3:7][C:3]1[NH:2][C:8]2[CH2:9][CH2:10][CH2:11][C:18](=[O:21])[C:19]=2[C:4]=1[CH3:5]. The yield is 0.400.